Dataset: Forward reaction prediction with 1.9M reactions from USPTO patents (1976-2016). Task: Predict the product of the given reaction. (1) The product is: [F:1][C:2]([F:7])([F:6])[C:3]([O-:5])=[O:4].[CH3:10][O:11][CH2:12][N+:13]1([CH3:18])[CH2:17][CH2:16][CH2:15][CH2:14]1. Given the reactants [F:1][C:2]([F:7])([F:6])[C:3]([O-:5])=[O:4].[Na+].[Cl-].[CH3:10][O:11][CH2:12][N+:13]1([CH3:18])[CH2:17][CH2:16][CH2:15][CH2:14]1, predict the reaction product. (2) Given the reactants [CH3:1][O:2][C:3]1[CH:4]=[CH:5][C:6]2[C:7](=O)[C:8]3[C:13]([C:14]=2[CH:15]=1)=[CH:12][C:11]([O:16][CH3:17])=[CH:10][CH:9]=3.[Cl-].[OH:20][NH3+:21].C(OCC)(=O)C, predict the reaction product. The product is: [OH:20][N:21]=[C:7]1[C:6]2[CH:5]=[CH:4][C:3]([O:2][CH3:1])=[CH:15][C:14]=2[C:13]2[C:8]1=[CH:9][CH:10]=[C:11]([O:16][CH3:17])[CH:12]=2. (3) The product is: [CH2:22]([C@H:21]([NH:29][C:30]([C:32]1[CH:37]=[N:36][CH:35]=[CH:34][N:33]=1)=[O:31])[C:20]([NH:19][C@H:14]([B:13]1[O:1][C@@H:2]([CH3:7])[CH2:3][C:4](=[O:6])[O:5]1)[CH2:15][CH:16]([CH3:18])[CH3:17])=[O:38])[C:23]1[CH:28]=[CH:27][CH:26]=[CH:25][CH:24]=1. Given the reactants [OH:1][C@@H:2]([CH3:7])[CH2:3][C:4]([OH:6])=[O:5].O1[B:13]([C@@H:14]([NH:19][C:20](=[O:38])[C@@H:21]([NH:29][C:30]([C:32]2[CH:37]=[N:36][CH:35]=[CH:34][N:33]=2)=[O:31])[CH2:22][C:23]2[CH:28]=[CH:27][CH:26]=[CH:25][CH:24]=2)[CH2:15][CH:16]([CH3:18])[CH3:17])O[B:13]([C@@H:14]([NH:19][C:20](=[O:38])[C@@H:21]([NH:29][C:30]([C:32]2[CH:37]=[N:36][CH:35]=[CH:34][N:33]=2)=[O:31])[CH2:22][C:23]2[CH:28]=[CH:27][CH:26]=[CH:25][CH:24]=2)[CH2:15][CH:16]([CH3:18])[CH3:17])O[B:13]1[C@@H:14]([NH:19][C:20](=[O:38])[C@@H:21]([NH:29][C:30]([C:32]1[CH:37]=[N:36][CH:35]=[CH:34][N:33]=1)=[O:31])[CH2:22][C:23]1[CH:28]=[CH:27][CH:26]=[CH:25][CH:24]=1)[CH2:15][CH:16]([CH3:18])[CH3:17], predict the reaction product. (4) Given the reactants [CH2:1]([N:3]([CH3:22])[CH2:4][C:5]([N:7]1[C:16]2[C:11](=[CH:12][C:13]([O:20][CH3:21])=[C:14]([N+:17]([O-])=O)[CH:15]=2)[CH2:10][CH2:9][CH2:8]1)=[O:6])[CH3:2], predict the reaction product. The product is: [CH2:1]([N:3]([CH2:4][C:5]([N:7]1[C:16]2[C:11](=[CH:12][C:13]([O:20][CH3:21])=[C:14]([NH2:17])[CH:15]=2)[CH2:10][CH2:9][CH2:8]1)=[O:6])[CH3:22])[CH3:2]. (5) Given the reactants [H-].[Na+].C[CH2:4][CH:5](C(OCC)=O)[C:6](OC)=[O:7].Br[C:16]1[CH:21]=[CH:20][C:19]([Br:22])=[CH:18][C:17]=1[N+:23]([O-])=O, predict the reaction product. The product is: [Br:22][C:19]1[CH:18]=[C:17]2[C:16]([CH:5]([CH3:4])[C:6](=[O:7])[NH:23]2)=[CH:21][CH:20]=1.